From a dataset of Reaction yield outcomes from USPTO patents with 853,638 reactions. Predict the reaction yield, written as a fraction of the theoretical maximum amount of product (1.0 means a 100% yield; for example, 0.34 means a 34% yield). (1) The reactants are [CH:1]1[C:13]2[NH:12][C:11]3[C:6](=[CH:7][CH:8]=[CH:9][CH:10]=3)[C:5]=2[CH:4]=[CH:3][CH:2]=1.[H-].[Na+].[CH3:16][O:17][C:18](=[O:28])[CH2:19][C:20]1[CH:25]=[CH:24][C:23]([CH2:26]Br)=[CH:22][CH:21]=1. The catalyst is CN(C=O)C.C(OCC)(=O)C.O.[I-].[K+]. The product is [CH3:16][O:17][C:18](=[O:28])[CH2:19][C:20]1[CH:21]=[CH:22][C:23]([CH2:26][N:12]2[C:11]3[CH:10]=[CH:9][CH:8]=[CH:7][C:6]=3[C:5]3[C:13]2=[CH:1][CH:2]=[CH:3][CH:4]=3)=[CH:24][CH:25]=1. The yield is 0.360. (2) The reactants are [F:1][C:2]1[CH:3]=[C:4]([CH2:10][C:11]([OH:13])=O)[CH:5]=[CH:6][C:7]=1[O:8][CH3:9].[C:14]1([O:20][CH3:21])[CH:19]=[CH:18][CH:17]=[CH:16][CH:15]=1. No catalyst specified. The product is [F:1][C:2]1[CH:3]=[C:4]([CH2:10][C:11]([C:17]2[CH:18]=[CH:19][C:14]([O:20][CH3:21])=[CH:15][CH:16]=2)=[O:13])[CH:5]=[CH:6][C:7]=1[O:8][CH3:9]. The yield is 0.570. (3) The reactants are [CH3:1][NH:2][CH:3]([CH2:5]/[CH:6]=[CH:7]/[C:8]1[CH:9]=[N:10][C:11]([OH:14])=[CH:12][CH:13]=1)[CH3:4].[C:15]([OH:20])(=[O:19])[C:16]([OH:18])=[O:17].CC(O)C. The catalyst is C(O)C. The product is [C:15]([OH:20])(=[O:19])[C:16]([OH:18])=[O:17].[CH3:1][NH:2][CH:3]([CH2:5]/[CH:6]=[CH:7]/[C:8]1[CH:9]=[N:10][C:11]([OH:14])=[CH:12][CH:13]=1)[CH3:4]. The yield is 0.710.